Predict the reactants needed to synthesize the given product. From a dataset of Full USPTO retrosynthesis dataset with 1.9M reactions from patents (1976-2016). (1) Given the product [CH3:1][O:2][C:3]([CH:5]1[CH2:8][N:7]([C:9]2[CH:14]=[CH:13][C:12]([C:15]3[CH2:39][C:38]([C:36]4[CH:37]=[C:32]([Cl:31])[C:33]([Cl:45])=[C:34]([Cl:44])[CH:35]=4)([C:40]([F:42])([F:43])[F:41])[O:17][N:16]=3)=[CH:11][C:10]=2[Cl:18])[CH2:6]1)=[O:4], predict the reactants needed to synthesize it. The reactants are: [CH3:1][O:2][C:3]([CH:5]1[CH2:8][N:7]([C:9]2[CH:14]=[CH:13][C:12]([CH:15]=[N:16][OH:17])=[CH:11][CH:10]=2)[CH2:6]1)=[O:4].[Cl:18]N1C(=O)CCC1=O.C(=O)([O-])O.[K+].[Cl:31][C:32]1[CH:37]=[C:36]([C:38]([C:40]([F:43])([F:42])[F:41])=[CH2:39])[CH:35]=[C:34]([Cl:44])[C:33]=1[Cl:45]. (2) Given the product [F:30][C:19]([F:31])([C:20]([F:28])([F:29])[C:21]([F:26])([F:27])[C:22]([F:25])([F:24])[F:23])[CH2:18][C:5]([CH2:4][CH2:3][C:2]([F:10])([F:11])[F:1])([C:8]#[N:9])[C:6]#[N:7], predict the reactants needed to synthesize it. The reactants are: [F:1][C:2]([F:11])([F:10])[CH2:3][CH2:4][CH:5]([C:8]#[N:9])[C:6]#[N:7].FC(F)(F)S(O[CH2:18][C:19]([F:31])([F:30])[C:20]([F:29])([F:28])[C:21]([F:27])([F:26])[C:22]([F:25])([F:24])[F:23])(=O)=O.C(=O)([O-])[O-].[K+].[K+].Cl. (3) The reactants are: CN(C)C(N(C)C)=S.IC.[F:11][C:12]([F:52])([F:51])[C:13]1[CH:14]=[C:15]([C:23]([CH3:50])([CH3:49])[C:24]([N:26]([C:28]2[CH:29]=[N:30][C:31]([N:42]3[CH2:46][CH2:45][CH2:44][C@H:43]3[CH2:47][OH:48])=[CH:32][C:33]=2[C:34]2[CH:39]=[CH:38][C:37]([F:40])=[CH:36][C:35]=2[CH3:41])[CH3:27])=[O:25])[CH:16]=[C:17]([C:19]([F:22])([F:21])[F:20])[CH:18]=1.[H-].[Na+].[CH3:55][N:56]([CH3:59])[CH:57]=[O:58]. Given the product [F:52][C:12]([F:11])([F:51])[C:13]1[CH:14]=[C:15]([C:23]([CH3:49])([CH3:50])[C:24]([N:26]([CH3:27])[C:28]2[C:33]([C:34]3[CH:39]=[CH:38][C:37]([F:40])=[CH:36][C:35]=3[CH3:41])=[CH:32][C:31]([N:42]3[CH2:46][CH2:45][CH2:44][C@H:43]3[CH2:47][O:48][C:57](=[O:58])[N:56]([CH3:59])[CH3:55])=[N:30][CH:29]=2)=[O:25])[CH:16]=[C:17]([C:19]([F:20])([F:21])[F:22])[CH:18]=1, predict the reactants needed to synthesize it. (4) Given the product [CH:17]1([C:23]2[NH:27][C:26](=[O:28])[C:25]3([CH2:33][CH2:32][N:31]([S:34]([C:37]#[C:38][C:39]4[CH:44]=[CH:43][CH:42]=[CH:41][C:40]=4[CH3:45])(=[O:36])=[O:35])[CH2:30][CH2:29]3)[N:24]=2)[CH2:22][CH2:21][CH2:20][CH2:19][CH2:18]1, predict the reactants needed to synthesize it. The reactants are: [I-].ClC1C=CC=C[N+]=1C.C(N(CC)CC)C.[CH:17]1([C:23]2[NH:27][C:26](=[O:28])[C:25]3([CH2:33][CH2:32][N:31]([S:34]([CH2:37][C:38](=O)[C:39]4[CH:44]=[CH:43][CH:42]=[CH:41][C:40]=4[CH3:45])(=[O:36])=[O:35])[CH2:30][CH2:29]3)[N:24]=2)[CH2:22][CH2:21][CH2:20][CH2:19][CH2:18]1.[OH-].[Na+]. (5) Given the product [Cl:34][CH2:35][C:36]1[N:38]=[C:5]([C:4]2[CH:8]=[CH:9][CH:10]=[C:2]([F:1])[CH:3]=2)[O:7][N:37]=1, predict the reactants needed to synthesize it. The reactants are: [F:1][C:2]1[CH:3]=[C:4]([CH:8]=[CH:9][CH:10]=1)[C:5]([OH:7])=O.Cl.CN(C)CCCN=C=NCC.O.ON1C2C=CC=CC=2N=N1.[Cl:34][CH2:35][C:36]([NH:38]O)=[NH:37]. (6) Given the product [C:16]([O:21][Si:3]([CH2:8][CH2:9][CH2:10][CH3:11])([CH2:12][CH2:13][CH2:14][CH3:15])[CH2:4][CH2:5][CH2:6][CH3:7])(=[O:20])[C:17]([CH3:19])=[CH2:18], predict the reactants needed to synthesize it. The reactants are: CO[Si:3]([CH2:12][CH2:13][CH2:14][CH3:15])([CH2:8][CH2:9][CH2:10][CH3:11])[CH2:4][CH2:5][CH2:6][CH3:7].[C:16]([OH:21])(=[O:20])[C:17]([CH3:19])=[CH2:18].CN(C)C(=O)C.COC1C=CC(O)=CC=1. (7) Given the product [C:19]([C:23]1[CH:24]=[CH:25][C:26]([NH:27][C:12](=[O:14])[C:11]2[CH:10]=[CH:9][C:8]([N:7]3[C:3]([C:2]([F:1])([F:18])[F:17])=[CH:4][CH:5]=[N:6]3)=[CH:16][CH:15]=2)=[CH:28][CH:29]=1)([CH3:22])([CH3:20])[CH3:21], predict the reactants needed to synthesize it. The reactants are: [F:1][C:2]([F:18])([F:17])[C:3]1[N:7]([C:8]2[CH:16]=[CH:15][C:11]([C:12]([OH:14])=O)=[CH:10][CH:9]=2)[N:6]=[CH:5][CH:4]=1.[C:19]([C:23]1[CH:29]=[CH:28][C:26]([NH2:27])=[CH:25][CH:24]=1)([CH3:22])([CH3:21])[CH3:20].C1CCC(N=C=NC2CCCCC2)CC1.C1C=CC2N(O)N=NC=2C=1.C(N(CC)CC)C.